Dataset: NCI-60 drug combinations with 297,098 pairs across 59 cell lines. Task: Regression. Given two drug SMILES strings and cell line genomic features, predict the synergy score measuring deviation from expected non-interaction effect. Drug 2: COC1=C2C(=CC3=C1OC=C3)C=CC(=O)O2. Cell line: SK-MEL-2. Drug 1: C1=CC(=CC=C1CC(C(=O)O)N)N(CCCl)CCCl.Cl. Synergy scores: CSS=-7.12, Synergy_ZIP=0.296, Synergy_Bliss=-5.18, Synergy_Loewe=-9.54, Synergy_HSA=-8.37.